This data is from Peptide-MHC class II binding affinity with 134,281 pairs from IEDB. The task is: Regression. Given a peptide amino acid sequence and an MHC pseudo amino acid sequence, predict their binding affinity value. This is MHC class II binding data. (1) The peptide sequence is DLGYAPATPAAPGAG. The MHC is HLA-DPA10301-DPB10402 with pseudo-sequence HLA-DPA10301-DPB10402. The binding affinity (normalized) is 0.0239. (2) The peptide sequence is VFGSAFQGLFGGLNW. The MHC is DRB5_0101 with pseudo-sequence DRB5_0101. The binding affinity (normalized) is 0.323. (3) The peptide sequence is INEPTAAPIAYGLDR. The MHC is HLA-DQA10401-DQB10402 with pseudo-sequence HLA-DQA10401-DQB10402. The binding affinity (normalized) is 0.208.